Predict the product of the given reaction. From a dataset of Forward reaction prediction with 1.9M reactions from USPTO patents (1976-2016). Given the reactants [F:1][C:2]([F:13])([S:9]([O-:12])(=[O:11])=[O:10])[C:3]([F:8])([F:7])[CH2:4][CH2:5][OH:6].[CH2:14]([NH+:16]([CH2:19][CH3:20])[CH2:17][CH3:18])[CH3:15].[C:21](O[C:21](=[O:25])[C:22]([CH3:24])=[CH2:23])(=[O:25])[C:22]([CH3:24])=[CH2:23].C(N(CC)CC)C.C(C1C=C(C)C=C(C(C)(C)C)C=1O)C1C=C(C)C=C(C(C)(C)C)C=1O, predict the reaction product. The product is: [F:13][C:2]([F:1])([S:9]([O-:12])(=[O:11])=[O:10])[C:3]([F:8])([F:7])[CH2:4][CH2:5][O:6][C:21](=[O:25])[C:22]([CH3:24])=[CH2:23].[CH2:14]([NH+:16]([CH2:19][CH3:20])[CH2:17][CH3:18])[CH3:15].